This data is from HIV replication inhibition screening data with 41,000+ compounds from the AIDS Antiviral Screen. The task is: Binary Classification. Given a drug SMILES string, predict its activity (active/inactive) in a high-throughput screening assay against a specified biological target. (1) The result is 0 (inactive). The drug is Cn1c2ccccc2c2[nH]c3ccccc3c(=O)c21. (2) The drug is CN1CCCC(C(=O)O)(c2ccccc2)CC1. The result is 0 (inactive). (3) The molecule is N#CC(=Cc1c(O)ccc2ccccc12)c1ccc([N+](=O)[O-])cc1. The result is 0 (inactive). (4) The molecule is C=CCN1CC2CON(C(=O)C(OC)(c3ccccc3)C(F)(F)F)C2C1C(C)C. The result is 0 (inactive). (5) The molecule is CC(C)COC(=O)NC1C(=O)N2C1SC(C)(C)C2C(=O)O.c1ccc(CNCCNCc2ccccc2)cc1. The result is 0 (inactive). (6) The compound is COC1(OC)CCCCCCCCC(OC)(OC)CCCCCCCC1. The result is 0 (inactive). (7) The drug is C1=C(c2ccccc2)Nc2ccccc2N=C1c1ccccc1. The result is 0 (inactive).